This data is from Catalyst prediction with 721,799 reactions and 888 catalyst types from USPTO. The task is: Predict which catalyst facilitates the given reaction. (1) Reactant: C(N(S(F)(F)[F:7])CC)C.[CH3:10][C:11]1[CH:16]=[C:15]([CH3:17])[C:14]([N:18]2[C:25]3[N:21]([N:22]=[C:23]([C:26]4[CH:27]=[N:28][CH:29]=[CH:30][CH:31]=4)[CH:24]=3)[CH:20]=[CH:19]2)=[CH:13][C:12]=1[NH:32][C:33](=[O:50])[C:34]1[CH:39]=[C:38]([S:40]([F:45])([F:44])([F:43])([F:42])[F:41])[CH:37]=[C:36]([C:46](O)([CH3:48])[CH3:47])[CH:35]=1.C(=O)(O)[O-].[Na+]. Product: [CH3:10][C:11]1[CH:16]=[C:15]([CH3:17])[C:14]([N:18]2[C:25]3[N:21]([N:22]=[C:23]([C:26]4[CH:27]=[N:28][CH:29]=[CH:30][CH:31]=4)[CH:24]=3)[CH:20]=[CH:19]2)=[CH:13][C:12]=1[NH:32][C:33](=[O:50])[C:34]1[CH:39]=[C:38]([S:40]([F:45])([F:44])([F:43])([F:42])[F:41])[CH:37]=[C:36]([C:46]([F:7])([CH3:48])[CH3:47])[CH:35]=1. The catalyst class is: 4. (2) Reactant: O1CCCC1.[C:6]([O:10][C:11]([N:13]([C:41]1[CH:46]=[CH:45][C:44]([O:47][CH2:48][CH3:49])=[CH:43][CH:42]=1)[C:14]1[N:19]2[N:20]=[CH:21][CH:22]=[C:18]2[N:17]=[C:16](Cl)[C:15]=1[CH2:24][C:25]([NH:27][C@H:28]1[CH2:33][CH2:32][CH2:31][N:30]([C:34]([O:36][C:37]([CH3:40])([CH3:39])[CH3:38])=[O:35])[CH2:29]1)=[O:26])=[O:12])([CH3:9])([CH3:8])[CH3:7].[H-].[Na+].[Cl-].[NH4+]. Product: [C:6]([O:10][C:11]([N:13]([C:41]1[CH:46]=[CH:45][C:44]([O:47][CH2:48][CH3:49])=[CH:43][CH:42]=1)[C:14]1[N:19]2[C:18](=[CH:22][CH:21]=[N:20]2)[N:17]=[C:16]2[C:15]=1[CH2:24][C:25](=[O:26])[N:27]2[C@H:28]1[CH2:33][CH2:32][CH2:31][N:30]([C:34]([O:36][C:37]([CH3:40])([CH3:39])[CH3:38])=[O:35])[CH2:29]1)=[O:12])([CH3:9])([CH3:8])[CH3:7]. The catalyst class is: 9. (3) Reactant: F[C:2]1[C:7]([F:8])=[C:6]([C:9]2[CH:10]=[N:11][C:12]([NH2:30])=[C:13]([O:15][C@@H:16]([C:18]3[CH:23]=[C:22]([F:24])[CH:21]=[CH:20][C:19]=3[N:25]3[N:29]=[CH:28][CH:27]=[N:26]3)[CH3:17])[CH:14]=2)[CH:5]=[CH:4][N:3]=1.C(=O)([O-])[O-].[K+].[K+].Cl.[OH:38][CH:39]1[CH2:42][NH:41][CH2:40]1. Product: [NH2:30][C:12]1[N:11]=[CH:10][C:9]([C:6]2[CH:5]=[CH:4][N:3]=[C:2]([N:41]3[CH2:42][CH:39]([OH:38])[CH2:40]3)[C:7]=2[F:8])=[CH:14][C:13]=1[O:15][C@@H:16]([C:18]1[CH:23]=[C:22]([F:24])[CH:21]=[CH:20][C:19]=1[N:25]1[N:26]=[CH:27][CH:28]=[N:29]1)[CH3:17]. The catalyst class is: 16. (4) Reactant: Cl[C:2]1[C:6]2[CH:7]=[CH:8][CH:9]=[CH:10][C:5]=2[O:4][N:3]=1.[NH:11]1[CH2:16][CH2:15][NH:14][CH2:13][CH2:12]1. Product: [N:11]1([C:2]2[C:6]3[CH:7]=[CH:8][CH:9]=[CH:10][C:5]=3[O:4][N:3]=2)[CH2:16][CH2:15][NH:14][CH2:13][CH2:12]1. The catalyst class is: 17. (5) Reactant: [H-].[Na+].[CH3:3][C:4]1[O:8][C:7]([C:9]2[CH:32]=[CH:31][C:12]([O:13][C:14]3[CH:15]=[C:16]([CH:21]=[C:22]([O:24][C@@H:25]4[CH2:29][CH2:28][NH:27][C:26]4=[O:30])[CH:23]=3)[C:17]([O:19][CH3:20])=[O:18])=[CH:11][CH:10]=2)=[N:6][N:5]=1.[CH3:33]I. Product: [CH3:3][C:4]1[O:8][C:7]([C:9]2[CH:10]=[CH:11][C:12]([O:13][C:14]3[CH:15]=[C:16]([CH:21]=[C:22]([O:24][C@@H:25]4[CH2:29][CH2:28][N:27]([CH3:33])[C:26]4=[O:30])[CH:23]=3)[C:17]([O:19][CH3:20])=[O:18])=[CH:31][CH:32]=2)=[N:6][N:5]=1. The catalyst class is: 3.